Dataset: TCR-epitope binding with 47,182 pairs between 192 epitopes and 23,139 TCRs. Task: Binary Classification. Given a T-cell receptor sequence (or CDR3 region) and an epitope sequence, predict whether binding occurs between them. (1) The epitope is AVFDRKSDAK. The TCR CDR3 sequence is CASSQELGPRETQYF. Result: 1 (the TCR binds to the epitope). (2) The epitope is EEHVQIHTI. The TCR CDR3 sequence is CASSLTGRGVGTGELFF. Result: 0 (the TCR does not bind to the epitope).